Dataset: Peptide-MHC class I binding affinity with 185,985 pairs from IEDB/IMGT. Task: Regression. Given a peptide amino acid sequence and an MHC pseudo amino acid sequence, predict their binding affinity value. This is MHC class I binding data. The binding affinity (normalized) is 0.513. The MHC is HLA-A01:01 with pseudo-sequence HLA-A01:01. The peptide sequence is DTSNPKTPKY.